From a dataset of Catalyst prediction with 721,799 reactions and 888 catalyst types from USPTO. Predict which catalyst facilitates the given reaction. (1) Reactant: C(OC([N:8]1[CH2:13][CH:12]=[C:11]([C:14]2[NH:23][C:17]3[N:18]=[CH:19][N:20]=[C:21](Cl)[C:16]=3[CH:15]=2)[CH2:10][CH2:9]1)=O)(C)(C)C.[NH2:24][C:25]1[CH:26]=[C:27]2[C:31](=[CH:32][CH:33]=1)[NH:30][N:29]=[C:28]2[Cl:34].[F:35][C:36]([F:41])([F:40])[C:37]([OH:39])=[O:38]. Product: [F:35][C:36]([F:41])([F:40])[C:37]([OH:39])=[O:38].[Cl:34][C:28]1[C:27]2[C:31](=[CH:32][CH:33]=[C:25]([NH:24][C:21]3[C:16]4[CH:15]=[C:14]([C:11]5[CH2:10][CH2:9][NH:8][CH2:13][CH:12]=5)[NH:23][C:17]=4[N:18]=[CH:19][N:20]=3)[CH:26]=2)[NH:30][N:29]=1. The catalyst class is: 836. (2) Reactant: C[O:2][C:3](=O)[C:4]1[CH:9]=[CH:8][C:7]([O:10][CH2:11][C:12]2[CH:17]=[CH:16][CH:15]=[CH:14][CH:13]=2)=[C:6]([Cl:18])[CH:5]=1.[H-].[Al+3].[Li+].[H-].[H-].[H-]. Product: [CH2:11]([O:10][C:7]1[CH:8]=[CH:9][C:4]([CH2:3][OH:2])=[CH:5][C:6]=1[Cl:18])[C:12]1[CH:17]=[CH:16][CH:15]=[CH:14][CH:13]=1. The catalyst class is: 1. (3) Reactant: [CH2:1]([O:8][C:9]1[CH:14]=[CH:13][C:12]([C:15]#[C:16][C:17]([OH:19])=O)=[CH:11][CH:10]=1)[C:2]1[CH:7]=[CH:6][CH:5]=[CH:4][CH:3]=1.O.ON1C2C=CC=CC=2N=N1.C(N(C(C)C)CC)(C)C.Cl.Cl.[NH:42]([C:44]1[CH:45]=[CH:46][C:47]([O:50][CH3:51])=[N:48][CH:49]=1)[NH2:43].NN. Product: [CH2:1]([O:8][C:9]1[CH:10]=[CH:11][C:12]([C:15]2[N:42]([C:44]3[CH:49]=[N:48][C:47]([O:50][CH3:51])=[CH:46][CH:45]=3)[N:43]=[C:17]([OH:19])[CH:16]=2)=[CH:13][CH:14]=1)[C:2]1[CH:3]=[CH:4][CH:5]=[CH:6][CH:7]=1. The catalyst class is: 60. (4) Reactant: Cl[C:2]1[N:7]=[C:6]([CH3:8])[C:5]([C:9]([O:11][CH3:12])=[O:10])=[C:4]([C:13]2[CH:14]=[N:15][N:16]([CH3:18])[CH:17]=2)[N:3]=1.[NH2:19][C@@H:20]1[CH2:25][CH2:24][CH2:23][CH2:22][C@@H:21]1[NH:26][C:27](=[O:33])[O:28][C:29]([CH3:32])([CH3:31])[CH3:30].CCN(CC)CC. Product: [C:29]([O:28][C:27]([NH:26][C@H:21]1[CH2:22][CH2:23][CH2:24][CH2:25][C@H:20]1[NH:19][C:2]1[N:7]=[C:6]([CH3:8])[C:5]([C:9]([O:11][CH3:12])=[O:10])=[C:4]([C:13]2[CH:14]=[N:15][N:16]([CH3:18])[CH:17]=2)[N:3]=1)=[O:33])([CH3:32])([CH3:30])[CH3:31]. The catalyst class is: 44. (5) Reactant: [Br:1][C:2]1[CH:3]=[C:4]2[C:9](=[CH:10][CH:11]=1)[C:8](=[O:12])[NH:7][C:6](=[O:13])/[C:5]/2=[CH:14]/OC.[N:17]1([C:22]2[CH:27]=[CH:26][C:25]([NH2:28])=[CH:24][CH:23]=2)[CH:21]=[CH:20][N:19]=[CH:18]1.C(N(CC)CC)C. The catalyst class is: 9. Product: [Br:1][C:2]1[CH:3]=[C:4]2[C:9](=[CH:10][CH:11]=1)[C:8](=[O:12])[NH:7][C:6](=[O:13])/[C:5]/2=[CH:14]\[NH:28][C:25]1[CH:24]=[CH:23][C:22]([N:17]2[CH:21]=[CH:20][N:19]=[CH:18]2)=[CH:27][CH:26]=1. (6) Reactant: [CH3:1][S:2](Cl)(=[O:4])=[O:3].ClCCl.[OH:9][CH2:10][CH2:11][N:12]([C:14]1[CH:21]=[CH:20][C:17]([C:18]#[N:19])=[CH:16][CH:15]=1)[CH3:13].[Cl-].[NH4+]. Product: [C:18]([C:17]1[CH:20]=[CH:21][C:14]([N:12]([CH2:11][CH2:10][O:9][S:2]([CH3:1])(=[O:4])=[O:3])[CH3:13])=[CH:15][CH:16]=1)#[N:19]. The catalyst class is: 66.